From a dataset of Forward reaction prediction with 1.9M reactions from USPTO patents (1976-2016). Predict the product of the given reaction. (1) Given the reactants F[C:2]1[CH:7]=[CH:6][C:5]([N+:8]([O-:10])=[O:9])=[CH:4][CH:3]=1.C(=O)([O-])[O-].[K+].[K+].[NH2:17][CH2:18][C:19]([NH2:22])([CH3:21])[CH3:20], predict the reaction product. The product is: [CH3:20][C:19]([NH2:22])([CH3:21])[CH2:18][NH:17][C:2]1[CH:7]=[CH:6][C:5]([N+:8]([O-:10])=[O:9])=[CH:4][CH:3]=1. (2) Given the reactants [OH:1][CH:2]1[CH:7]2[CH2:8][CH2:9][N:4]([CH2:5][CH2:6]2)[CH2:3]1.[O:10]([C:17]1[CH:18]=[C:19](O)[CH:20]=[CH:21][CH:22]=1)[C:11]1[CH:16]=[CH:15][CH:14]=[CH:13][CH:12]=1.CC(OC(/N=N/C(OC(C)C)=O)=O)C.C1(P(C2C=CC=CC=2)C2C=CC=CC=2)C=CC=CC=1, predict the reaction product. The product is: [O:10]([C:17]1[CH:18]=[C:19]([CH:20]=[CH:21][CH:22]=1)[O:1][CH:2]1[CH:7]2[CH2:8][CH2:9][N:4]([CH2:5][CH2:6]2)[CH2:3]1)[C:11]1[CH:16]=[CH:15][CH:14]=[CH:13][CH:12]=1. (3) Given the reactants [CH3:1][C:2]1[CH:3]=[C:4]([C:19]2[CH:24]=[CH:23][CH:22]=[C:21]([C:25]([O:27]C)=[O:26])[CH:20]=2)[CH:5]=[C:6]([NH:8][C:9]2[N:14]=[C:13]([C:15]([F:18])([F:17])[F:16])[CH:12]=[CH:11][N:10]=2)[CH:7]=1.[OH-].[Na+].Cl, predict the reaction product. The product is: [CH3:1][C:2]1[CH:3]=[C:4]([C:19]2[CH:24]=[CH:23][CH:22]=[C:21]([C:25]([OH:27])=[O:26])[CH:20]=2)[CH:5]=[C:6]([NH:8][C:9]2[N:14]=[C:13]([C:15]([F:18])([F:16])[F:17])[CH:12]=[CH:11][N:10]=2)[CH:7]=1. (4) Given the reactants [Cl:1][C:2]1[C:10](B2OC(C)(C)C(C)(C)O2)=[CH:9][CH:8]=[C:7]2[C:3]=1[CH2:4][C:5](=[O:21])[N:6]2[CH3:20].Br[C:23]1[CH:24]=[N:25][CH:26]=[C:27]([Cl:31])[C:28]=1CO.[C:32](=O)([O-])[O-:33].[Na+].[Na+], predict the reaction product. The product is: [Cl:1][C:2]1[C:10]([C:23]2[C:24]([CH2:32][OH:33])=[N:25][CH:26]=[C:27]([Cl:31])[CH:28]=2)=[CH:9][CH:8]=[C:7]2[C:3]=1[CH2:4][C:5](=[O:21])[N:6]2[CH3:20]. (5) Given the reactants [CH3:1][O:2][C:3]1[CH:8]=[CH:7][C:6]([CH2:9][C:10](Cl)=[O:11])=[CH:5][CH:4]=1.[CH3:13][NH:14][C@H:15]1[CH2:34][N:19]2[C:20]3[C:25]([C:26]([CH2:27][C:28]([O:30]CCC)=[O:29])=[C:18]2[CH2:17][CH2:16]1)=[CH:24][CH:23]=[CH:22][CH:21]=3, predict the reaction product. The product is: [CH3:1][O:2][C:3]1[CH:8]=[CH:7][C:6]([CH2:9][C:10]([N:14]([CH3:13])[C@H:15]2[CH2:34][N:19]3[C:20]4[C:25]([C:26]([CH2:27][C:28]([OH:30])=[O:29])=[C:18]3[CH2:17][CH2:16]2)=[CH:24][CH:23]=[CH:22][CH:21]=4)=[O:11])=[CH:5][CH:4]=1. (6) Given the reactants [C:1]([C:3]1[C:4]([C:9]2[CH:14]=[CH:13][CH:12]=[CH:11][CH:10]=2)=[N:5][O:6][C:7]=1[CH3:8])#[CH:2].I[C:16]1[N:17]=[N:18][C:19]([CH3:22])=[CH:20][CH:21]=1, predict the reaction product. The product is: [CH3:22][C:19]1[N:18]=[N:17][C:16]([C:2]#[C:1][C:3]2[C:4]([C:9]3[CH:14]=[CH:13][CH:12]=[CH:11][CH:10]=3)=[N:5][O:6][C:7]=2[CH3:8])=[CH:21][CH:20]=1. (7) Given the reactants C([O:3][C:4]([CH2:6][C:7]([NH:9][NH:10][C:11]1[CH:21]=[CH:20][C:14]([C:15]([O:17][CH2:18][CH3:19])=[O:16])=[CH:13][CH:12]=1)=[O:8])=O)C.[OH-].[Na+].Cl, predict the reaction product. The product is: [O:8]=[C:7]1[CH2:6][C:4](=[O:3])[N:10]([C:11]2[CH:21]=[CH:20][C:14]([C:15]([O:17][CH2:18][CH3:19])=[O:16])=[CH:13][CH:12]=2)[NH:9]1.